From a dataset of Catalyst prediction with 721,799 reactions and 888 catalyst types from USPTO. Predict which catalyst facilitates the given reaction. The catalyst class is: 212. Product: [Cl:23][C:24]1[C:31]([O:32][CH2:33][CH3:34])=[CH:30][C:27]([CH2:28][N:2]2[CH2:3][CH2:4][CH:5]([NH:8][C:9]3[O:10][C:11]4[CH:17]=[CH:16][C:15]([O:18][S:19]([CH3:22])(=[O:20])=[O:21])=[CH:14][C:12]=4[N:13]=3)[CH2:6][CH2:7]2)=[CH:26][C:25]=1[O:35][CH2:36][CH3:37]. Reactant: Cl.[NH:2]1[CH2:7][CH2:6][CH:5]([NH:8][C:9]2[O:10][C:11]3[CH:17]=[CH:16][C:15]([O:18][S:19]([CH3:22])(=[O:21])=[O:20])=[CH:14][C:12]=3[N:13]=2)[CH2:4][CH2:3]1.[Cl:23][C:24]1[C:31]([O:32][CH2:33][CH3:34])=[CH:30][C:27]([CH:28]=O)=[CH:26][C:25]=1[O:35][CH2:36][CH3:37].C([BH3-])#N.[Na+].C(N(C(C)C)C(C)C)C.